This data is from Reaction yield outcomes from USPTO patents with 853,638 reactions. The task is: Predict the reaction yield, written as a fraction of the theoretical maximum amount of product (1.0 means a 100% yield; for example, 0.34 means a 34% yield). The reactants are B(Br)(Br)Br.C[O:6][C:7]1[CH:16]=[CH:15][C:14]([CH3:17])=[C:13]2[C:8]=1[CH2:9][CH2:10][C:11](=[O:18])[NH:12]2. The catalyst is ClCCl. The product is [OH:6][C:7]1[CH:16]=[CH:15][C:14]([CH3:17])=[C:13]2[C:8]=1[CH2:9][CH2:10][C:11](=[O:18])[NH:12]2. The yield is 1.00.